This data is from Experimentally validated miRNA-target interactions with 360,000+ pairs, plus equal number of negative samples. The task is: Binary Classification. Given a miRNA mature sequence and a target amino acid sequence, predict their likelihood of interaction. (1) The miRNA is hsa-miR-203a-3p with sequence GUGAAAUGUUUAGGACCACUAG. The protein sequence of the target gene is MSCQQSQQQCQPPPKCTPKCPPKCPTPKCPPKCPPKCPPVSSCCSVSSGGCCGSSSGGGCSSGGGGCCLSHHRRHRSHRHRLQSSGCCSQPSGGSSCCGGDSGQHSGGCC. Result: 1 (interaction). (2) The miRNA is hsa-miR-3074-5p with sequence GUUCCUGCUGAACUGAGCCAG. The protein sequence of the target gene is MAVCARLCGVGPSRGCRRRQQRRGPAETAAADSEPDTDPEEERIEASAGVGGGLCAGPSPPPPRCSLLELPPELLVEIFASLPGTDLPSLAQVCTKFRRILHTDTIWRRRCREEYGVCENLRKLEITGVSCRDVYAKLLHRYRHILGLWQPDIGPYGGLLNVVVDGLFIIGWMYLPPHDPHVDDPMRFKPLFRIHLMERKAATVECMYGHKGPHHGHIQIVKKDEFSTKCNQTDHHRMSGGRQEEFRTWLREEWGRTLEDIFHEHMQELILMKFIYTSQYDNCLTYRRIYLPPSRPDDLI.... Result: 1 (interaction). (3) The miRNA is hsa-miR-711 with sequence GGGACCCAGGGAGAGACGUAAG. The protein sequence of the target gene is MVSESHHEALAAPPVTTVATVLPSNATEPASPGEGKEDAFSKLKEKFMNELHKIPLPPWALIAIAIVAVLLVLTCCFCICKKCLFKKKNKKKGKEKGGKNAINMKDVKDLGKTMKDQALKDDDAETGLTDGEEKEEPKEEEKLGKLQYSLDYDFQNNQLLVGIIQAAELPALDMGGTSDPYVKVFLLPDKKKKFETKVHRKTLNPVFNEQFTFKVPYSELGGKTLVMAVYDFDRFSKHDIIGEFKVPMNTVDFGHVTEEWRDLQSAEKEEQEKLGDICFSLRYVPTAGKLTVVILEAKNL.... Result: 1 (interaction). (4) The miRNA is hsa-miR-3200-3p with sequence CACCUUGCGCUACUCAGGUCUG. The protein sequence of the target gene is MSWLLGYMDPTEPSFVAAVITIVFNPLFWNVVARWEQRTRKLSRAFGSPHLACYSLGICILLLNILRSHCFTQAMMSQPKMEGLDNHTTYFLGLAFLGWGFVFVLSSFYALGFTGTFLGDYFGILKESRVTTFPFSVLDNPMYWGSTANYLGWALMHASPTGLLLTVLVAIVYVVALLYEEPFTAEIYRQKATRLHKRS. Result: 0 (no interaction).